This data is from Reaction yield outcomes from USPTO patents with 853,638 reactions. The task is: Predict the reaction yield, written as a fraction of the theoretical maximum amount of product (1.0 means a 100% yield; for example, 0.34 means a 34% yield). The reactants are Cl[CH2:2][C:3]1[CH:4]=[C:5]([CH:26]=[CH:27][N:28]=1)[C:6]([NH:8][C:9]1[S:10][C:11]2[C:17]([CH:18]3[CH2:23][O:22][CH2:21][CH2:20][O:19]3)=[CH:16][CH:15]=[C:14]([O:24][CH3:25])[C:12]=2[N:13]=1)=[O:7].[CH3:29][CH2:30][O-:31].[Na+]. The catalyst is C(O)C. The product is [O:19]1[CH2:20][CH2:21][O:22][CH2:23][CH:18]1[C:17]1[C:11]2[S:10][C:9]([NH:8][C:6](=[O:7])[C:5]3[CH:26]=[CH:27][N:28]=[C:3]([CH2:2][O:31][CH2:30][CH3:29])[CH:4]=3)=[N:13][C:12]=2[C:14]([O:24][CH3:25])=[CH:15][CH:16]=1. The yield is 0.680.